Dataset: Catalyst prediction with 721,799 reactions and 888 catalyst types from USPTO. Task: Predict which catalyst facilitates the given reaction. (1) Reactant: [F:1][C:2]1[CH:3]=[C:4]([CH2:9][C:10]([OH:12])=O)[CH:5]=[C:6]([F:8])[CH:7]=1.[C:13](Cl)(=O)[C:14](Cl)=O.[Cl-].[Al+3].[Cl-].[Cl-].Cl. Product: [F:8][C:6]1[CH:7]=[C:2]([F:1])[CH:3]=[C:4]2[C:5]=1[CH2:13][CH2:14][C:10](=[O:12])[CH2:9]2. The catalyst class is: 306. (2) Reactant: Br[C:2]1[C:3]([C:14]2[S:15][CH:16]=[C:17]([C:19]3[CH:24]=[CH:23][CH:22]=[CH:21][N:20]=3)[N:18]=2)=[CH:4][C:5]([NH:8][C:9]([NH:11][CH2:12][CH3:13])=[O:10])=[N:6][CH:7]=1.C1([Li])C=CC=CC=1.C(OCCCC)CCC.[Li]CCCC.[B:46](OC)([O:49]C)[O:47]C.Cl.[OH-].[Na+]. Product: [CH2:12]([NH:11][C:9](=[O:10])[NH:8][C:5]1[N:6]=[CH:7][C:2]([B:46]([OH:49])[OH:47])=[C:3]([C:14]2[S:15][CH:16]=[C:17]([C:19]3[CH:24]=[CH:23][CH:22]=[CH:21][N:20]=3)[N:18]=2)[CH:4]=1)[CH3:13]. The catalyst class is: 680. (3) Reactant: [C:1]([C:4]1[CH:5]=[C:6]([CH:38]=[CH:39][CH:40]=1)[CH2:7][S:8]([NH:11][C@@H:12]([C:16]([NH:18][C@H:19]([C:24]([NH:26][CH2:27][C:28]1[CH:33]=[CH:32][C:31](/[C:34](/[NH2:37])=[N:35]/O)=[CH:30][CH:29]=1)=[O:25])[CH2:20][CH:21]([CH3:23])[CH3:22])=[O:17])[CH:13]([CH3:15])[CH3:14])(=[O:10])=[O:9])([OH:3])=[O:2].C(OC(=O)C)(=O)C. Product: [C:1]([C:4]1[CH:5]=[C:6]([CH:38]=[CH:39][CH:40]=1)[CH2:7][S:8]([NH:11][C@@H:12]([C:16]([NH:18][C@H:19]([C:24]([NH:26][CH2:27][C:28]1[CH:29]=[CH:30][C:31]([C:34]([NH2:37])=[NH:35])=[CH:32][CH:33]=1)=[O:25])[CH2:20][CH:21]([CH3:22])[CH3:23])=[O:17])[CH:13]([CH3:15])[CH3:14])(=[O:9])=[O:10])([OH:3])=[O:2]. The catalyst class is: 285. (4) Reactant: [NH2:1][C:2]1[CH:7]=[C:6]([CH2:8][CH3:9])[C:5]([NH:10][S:11]([C:14]2[CH:19]=[CH:18][C:17]([CH3:20])=[CH:16][CH:15]=2)(=[O:13])=[O:12])=[C:4]([CH2:21][CH3:22])[CH:3]=1.Br[CH2:24][CH2:25][O:26][CH2:27][CH2:28]Br.C(N(CC)C(C)C)(C)C.CN1CCCC1. Product: [CH2:8]([C:6]1[CH:7]=[C:2]([N:1]2[CH2:28][CH2:27][O:26][CH2:25][CH2:24]2)[CH:3]=[C:4]([CH2:21][CH3:22])[C:5]=1[NH:10][S:11]([C:14]1[CH:19]=[CH:18][C:17]([CH3:20])=[CH:16][CH:15]=1)(=[O:13])=[O:12])[CH3:9]. The catalyst class is: 13. (5) Reactant: [O:1]1[CH2:6][CH2:5][N:4]([C:7]2[CH:12]=[CH:11][C:10]([C:13]3[NH:14][C:15]4[C:20]([N:21]=3)=[C:19]([C:22]3[CH:23]=[CH:24][C:25]([O:30][CH:31]5[CH2:36][CH2:35][NH:34][CH2:33][CH2:32]5)=[C:26]([CH:29]=3)[C:27]#[N:28])[N:18]=[CH:17][N:16]=4)=[CH:9][CH:8]=2)[CH2:3][CH2:2]1.[C:37](O)(=[O:39])[CH3:38].CCN(C(C)C)C(C)C.CN(C(ON1N=NC2C=CC=NC1=2)=[N+](C)C)C.F[P-](F)(F)(F)(F)F. Product: [C:37]([N:34]1[CH2:35][CH2:36][CH:31]([O:30][C:25]2[CH:24]=[CH:23][C:22]([C:19]3[N:18]=[CH:17][N:16]=[C:15]4[C:20]=3[N:21]=[C:13]([C:10]3[CH:9]=[CH:8][C:7]([N:4]5[CH2:5][CH2:6][O:1][CH2:2][CH2:3]5)=[CH:12][CH:11]=3)[NH:14]4)=[CH:29][C:26]=2[C:27]#[N:28])[CH2:32][CH2:33]1)(=[O:39])[CH3:38]. The catalyst class is: 3. (6) Reactant: Br[C:2]1[CH:3]=[C:4]([OH:19])[CH:5]=[C:6]([O:8][C:9]2[CH:14]=[CH:13][C:12]([S:15]([CH3:18])(=[O:17])=[O:16])=[CH:11][CH:10]=2)[CH:7]=1.[B:20]1([B:20]2[O:24][C:23]([CH3:26])([CH3:25])[C:22]([CH3:28])([CH3:27])[O:21]2)[O:24][C:23]([CH3:26])([CH3:25])[C:22]([CH3:28])([CH3:27])[O:21]1.C([O-])(=O)C.[K+]. Product: [CH3:18][S:15]([C:12]1[CH:13]=[CH:14][C:9]([O:8][C:6]2[CH:5]=[C:4]([OH:19])[CH:3]=[C:2]([B:20]3[O:24][C:23]([CH3:26])([CH3:25])[C:22]([CH3:28])([CH3:27])[O:21]3)[CH:7]=2)=[CH:10][CH:11]=1)(=[O:17])=[O:16]. The catalyst class is: 42. (7) Reactant: Cl[CH:2]1[CH2:8][CH:7]([CH:9]([CH3:11])[CH3:10])[CH2:6][CH2:5][NH:4][C:3]1=[O:12].[N-:13]=[N+:14]=[N-:15].[Na+].C(Cl)Cl. Product: [N:13]([CH:2]1[CH2:8][CH:7]([CH:9]([CH3:11])[CH3:10])[CH2:6][CH2:5][NH:4][C:3]1=[O:12])=[N+:14]=[N-:15]. The catalyst class is: 58.